This data is from Reaction yield outcomes from USPTO patents with 853,638 reactions. The task is: Predict the reaction yield, written as a fraction of the theoretical maximum amount of product (1.0 means a 100% yield; for example, 0.34 means a 34% yield). (1) The reactants are [CH2:1]([O:3][C:4](=[O:31])[C:5]1[CH:10]=[CH:9][C:8]([O:11][C:12]2[CH:17]=[CH:16][C:15]([B:18]3[O:22][C:21](C)(C)C(C)(C)[O:19]3)=[C:14](CO)[CH:13]=2)=[CH:7][C:6]=1[O:29][CH3:30])[CH3:2].Cl.C1(B(O)O)C=CC=CC=1. The catalyst is CO. The product is [CH2:1]([O:3][C:4](=[O:31])[C:5]1[CH:10]=[CH:9][C:8]([O:11][C:12]2[CH:17]=[CH:16][C:15]3[B:18]([OH:19])[O:22][CH2:21][C:14]=3[CH:13]=2)=[CH:7][C:6]=1[O:29][CH3:30])[CH3:2]. The yield is 0.390. (2) The reactants are [CH2:1]([O:8][C:9]1[CH:18]=[C:17]2[C:12]([C:13]([O:19][C:20]3[CH:25]=[CH:24][C:23]([NH2:26])=[C:22]([F:27])[CH:21]=3)=[CH:14][CH:15]=[N:16]2)=[CH:11][C:10]=1[C:28]#[N:29])[C:2]1[CH:7]=[CH:6][CH:5]=[CH:4][CH:3]=1.[C:30](Cl)(=[O:38])[O:31][C:32]1[CH:37]=[CH:36][CH:35]=[CH:34][CH:33]=1.O.C1(C)C=CC=CC=1. The catalyst is CN(C)C=O.N1C=CC=CC=1. The product is [C:28]([C:10]1[CH:11]=[C:12]2[C:17](=[CH:18][C:9]=1[O:8][CH2:1][C:2]1[CH:7]=[CH:6][CH:5]=[CH:4][CH:3]=1)[N:16]=[CH:15][CH:14]=[C:13]2[O:19][C:20]1[CH:25]=[CH:24][C:23]([NH:26][C:30](=[O:38])[O:31][C:32]2[CH:37]=[CH:36][CH:35]=[CH:34][CH:33]=2)=[C:22]([F:27])[CH:21]=1)#[N:29]. The yield is 0.560. (3) The reactants are [C:1]([C@H:5]1[CH2:10][CH2:9][C@H:8]([O:11][C:12]2[CH:13]=[C:14]3[C:19](=[CH:20][CH:21]=2)[CH2:18][C@H:17]([C@@:22]2([CH3:28])[CH2:26][O:25]C(=O)[NH:23]2)[CH2:16][CH2:15]3)[CH2:7][CH2:6]1)([CH3:4])([CH3:3])[CH3:2].[OH-].[Li+].C(O)C.O. No catalyst specified. The product is [NH2:23][C@:22]([C@@H:17]1[CH2:16][CH2:15][C:14]2[C:19](=[CH:20][CH:21]=[C:12]([O:11][C@H:8]3[CH2:7][CH2:6][C@H:5]([C:1]([CH3:4])([CH3:3])[CH3:2])[CH2:10][CH2:9]3)[CH:13]=2)[CH2:18]1)([CH3:28])[CH2:26][OH:25]. The yield is 0.170. (4) The reactants are F.F.F.C(N(CC)CC)C.C(N(CC)CC)C.[Si]([O:35][CH2:36][C@H:37]1[O:41][C@@H:40]([N:42]2[CH:49]=[C:48]([CH3:50])[C:46](=[O:47])[NH:45][C:43]2=[O:44])[C@H:39]([O:51][CH2:52][CH2:53][O:54][N:55]([CH3:57])[CH3:56])[C@@H:38]1[OH:58])(C(C)(C)C)(C1C=CC=CC=1)C1C=CC=CC=1.CO. The catalyst is C1COCC1.C(Cl)Cl. The product is [CH3:56][N:55]([CH3:57])[O:54][CH2:53][CH2:52][O:51][C@@H:39]1[C@H:38]([OH:58])[C@@H:37]([CH2:36][OH:35])[O:41][C@H:40]1[N:42]1[CH:49]=[C:48]([CH3:50])[C:46](=[O:47])[NH:45][C:43]1=[O:44]. The yield is 0.925. (5) The reactants are [CH3:1][C:2]1([CH3:15])[C:10]2[C:5](=[C:6]([N+:11]([O-:13])=[O:12])[CH:7]=[CH:8][CH:9]=2)[C:4](=[O:14])[NH:3]1.[H-].[Na+].[CH3:18]O.IC. The catalyst is C1COCC1.O. The product is [CH3:18][N:3]1[C:2]([CH3:15])([CH3:1])[C:10]2[C:5](=[C:6]([N+:11]([O-:13])=[O:12])[CH:7]=[CH:8][CH:9]=2)[C:4]1=[O:14]. The yield is 0.660. (6) The product is [Br:1][C:2]1[CH:7]=[CH:6][C:5]([C:8]#[C:9][C:11]2[NH:15][C:14]([C@@H:16]3[CH2:20][C@H:19]([CH3:21])[CH2:18][N:17]3[C:22]([O:24][C:25]([CH3:26])([CH3:28])[CH3:27])=[O:23])=[N:13][CH:12]=2)=[CH:4][CH:3]=1. The catalyst is CN(C=O)C.CCOC(C)=O.O.[Cu]I. The yield is 0.840. The reactants are [Br:1][C:2]1[CH:7]=[CH:6][C:5]([C:8]#[CH:9])=[CH:4][CH:3]=1.I[C:11]1[NH:15][C:14]([C@@H:16]2[CH2:20][C@H:19]([CH3:21])[CH2:18][N:17]2[C:22]([O:24][C:25]([CH3:28])([CH3:27])[CH3:26])=[O:23])=[N:13][CH:12]=1.C(N(CC)CC)C.N#N. (7) The reactants are [F:1][C:2]1[CH:3]=[C:4]2[C:8](=[CH:9][CH:10]=1)[N:7]([CH2:11][C@@H:12]([NH:18][C:19](=[O:35])[C@@H:20]([NH:25][C:26](=[O:34])[C:27]1[CH:32]=[CH:31][CH:30]=[C:29]([CH3:33])[CH:28]=1)[CH2:21][CH:22]([CH3:24])[CH3:23])[CH2:13][CH2:14][C:15](O)=[O:16])[CH2:6][CH2:5]2.O1CCOCC1.N.C[N:44](C(ON1N=NC2C=CC=NC1=2)=[N+](C)C)C.F[P-](F)(F)(F)(F)F. The catalyst is C(OCC)(=O)C. The product is [C:15]([CH2:14][CH2:13][C@H:12]([NH:18][C:19]([C@@H:20]([NH:25][C:26](=[O:34])[C:27]1[CH:32]=[CH:31][CH:30]=[C:29]([CH3:33])[CH:28]=1)[CH2:21][CH:22]([CH3:23])[CH3:24])=[O:35])[CH2:11][N:7]1[C:8]2[C:4](=[CH:3][C:2]([F:1])=[CH:10][CH:9]=2)[CH2:5][CH2:6]1)(=[O:16])[NH2:44]. The yield is 0.840.